From a dataset of Catalyst prediction with 721,799 reactions and 888 catalyst types from USPTO. Predict which catalyst facilitates the given reaction. Reactant: [NH2:1][C:2]1[CH:7]=[CH:6][N:5]=[CH:4][CH:3]=1.[F:8][C:9]1[CH:14]=[CH:13][CH:12]=[C:11]([F:15])[C:10]=1[N:16]=[C:17]=[O:18]. Product: [F:8][C:9]1[CH:14]=[CH:13][CH:12]=[C:11]([F:15])[C:10]=1[NH:16][C:17]([NH:1][C:2]1[CH:7]=[CH:6][N:5]=[CH:4][CH:3]=1)=[O:18]. The catalyst class is: 11.